The task is: Predict which catalyst facilitates the given reaction.. This data is from Catalyst prediction with 721,799 reactions and 888 catalyst types from USPTO. Reactant: [CH2:1]([O:3][C:4](=[O:39])[CH2:5][C:6]1([NH:21][C:22]([NH:24][C:25]2[CH:30]=[CH:29][C:28]([CH2:31][CH2:32][CH2:33][CH2:34][CH2:35][CH2:36][CH2:37][CH3:38])=[CH:27][CH:26]=2)=[O:23])[CH2:10][CH2:9][N:8](C(OCC2C=CC=CC=2)=O)[CH2:7]1)[CH3:2]. Product: [CH2:31]([C:28]1[CH:27]=[CH:26][C:25]([NH:24][C:22](=[O:23])[NH:21][C:6]2([CH2:5][C:4]([O:3][CH2:1][CH3:2])=[O:39])[CH2:10][CH2:9][NH:8][CH2:7]2)=[CH:30][CH:29]=1)[CH2:32][CH2:33][CH2:34][CH2:35][CH2:36][CH2:37][CH3:38]. The catalyst class is: 50.